This data is from Peptide-MHC class I binding affinity with 185,985 pairs from IEDB/IMGT. The task is: Regression. Given a peptide amino acid sequence and an MHC pseudo amino acid sequence, predict their binding affinity value. This is MHC class I binding data. (1) The peptide sequence is FPMIIGSEL. The MHC is HLA-C04:01 with pseudo-sequence HLA-C04:01. The binding affinity (normalized) is 0.213. (2) The peptide sequence is AYISSEATTPV. The MHC is HLA-B40:02 with pseudo-sequence HLA-B40:02. The binding affinity (normalized) is 0.111. (3) The peptide sequence is RPAPARLPL. The MHC is HLA-A02:06 with pseudo-sequence HLA-A02:06. The binding affinity (normalized) is 0.0847. (4) The peptide sequence is YHAVVPLVY. The MHC is HLA-A29:02 with pseudo-sequence HLA-A29:02. The binding affinity (normalized) is 0.640.